Dataset: Catalyst prediction with 721,799 reactions and 888 catalyst types from USPTO. Task: Predict which catalyst facilitates the given reaction. (1) Reactant: [Cl:1][C:2]1[C:3]([C:19]2[C:24]([CH3:25])=[CH:23][C:22]([CH3:26])=[CH:21][N:20]=2)=[CH:4][C:5]([N:8]2[CH2:18][CH2:17][C:11]3[N:12]=[C:13]([NH2:16])[N:14]=[CH:15][C:10]=3[CH2:9]2)=[N:6][CH:7]=1.CCN(C(C)C)C(C)C.[C:36](Cl)(=[O:40])[O:37][CH2:38][CH3:39].C(Cl)Cl. Product: [CH2:38]([O:37][C:36](=[O:40])[NH:16][C:13]1[N:14]=[CH:15][C:10]2[CH2:9][N:8]([C:5]3[CH:4]=[C:3]([C:19]4[C:24]([CH3:25])=[CH:23][C:22]([CH3:26])=[CH:21][N:20]=4)[C:2]([Cl:1])=[CH:7][N:6]=3)[CH2:18][CH2:17][C:11]=2[N:12]=1)[CH3:39]. The catalyst class is: 12. (2) Reactant: O.[NH2:2][NH2:3].[CH2:4]([O:6][C:7](=[O:22])[C:8](=O)[CH2:9][C:10](=O)[CH:11]([O:13][C:14]1[CH:19]=[CH:18][CH:17]=[CH:16][CH:15]=1)[CH3:12])[CH3:5]. Product: [CH2:4]([O:6][C:7]([C:8]1[NH:2][N:3]=[C:10]([CH:11]([O:13][C:14]2[CH:19]=[CH:18][CH:17]=[CH:16][CH:15]=2)[CH3:12])[CH:9]=1)=[O:22])[CH3:5]. The catalyst class is: 14. (3) Reactant: FC(F)(F)C(O)=O.C(OC(=O)[NH:14][C:15]1[CH:20]=[CH:19][CH:18]=[CH:17][C:16]=1[C:21]([N:23]1[CH2:28][CH2:27][N:26]([C:29](=[O:46])[CH2:30][NH:31][C:32]([C:34]2[CH:39]=[CH:38][C:37]([C:40]3[CH:45]=[CH:44][CH:43]=[CH:42][CH:41]=3)=[CH:36][CH:35]=2)=[O:33])[CH2:25][CH2:24]1)=[O:22])(C)(C)C. Product: [NH2:14][C:15]1[CH:20]=[CH:19][CH:18]=[CH:17][C:16]=1[C:21]([N:23]1[CH2:28][CH2:27][N:26]([C:29](=[O:46])[CH2:30][NH:31][C:32]([C:34]2[CH:39]=[CH:38][C:37]([C:40]3[CH:41]=[CH:42][CH:43]=[CH:44][CH:45]=3)=[CH:36][CH:35]=2)=[O:33])[CH2:25][CH2:24]1)=[O:22]. The catalyst class is: 2. (4) Reactant: [F:1][C:2]1[CH:3]=[C:4]([CH2:9][C:10]([C:12]2[CH:17]=[C:16]([F:18])[C:15]([F:19])=[C:14]([F:20])[CH:13]=2)=[O:11])[CH:5]=[C:6]([F:8])[CH:7]=1.C1C(=O)N(Br)C(=[O:24])C1. Product: [F:1][C:2]1[CH:3]=[C:4]([C:9](=[O:24])[C:10]([C:12]2[CH:17]=[C:16]([F:18])[C:15]([F:19])=[C:14]([F:20])[CH:13]=2)=[O:11])[CH:5]=[C:6]([F:8])[CH:7]=1. The catalyst class is: 16.